From a dataset of Full USPTO retrosynthesis dataset with 1.9M reactions from patents (1976-2016). Predict the reactants needed to synthesize the given product. (1) Given the product [F:37][C:36]1[CH:35]=[CH:34][CH:33]=[C:32]([F:38])[C:31]=1[N:22]1[C:23]2[CH:28]=[CH:27][N:26]=[C:25]([O:29][CH3:30])[C:24]=2[C:20]([C:17]2[CH:18]=[CH:19][C:14]([CH:11]3[CH2:12][CH2:13][NH:8][CH2:9][CH2:10]3)=[CH:15][CH:16]=2)=[N:21]1, predict the reactants needed to synthesize it. The reactants are: C([N:8]1[CH2:13][CH:12]=[C:11]([C:14]2[CH:19]=[CH:18][C:17]([C:20]3[C:24]4[C:25]([O:29][CH3:30])=[N:26][CH:27]=[CH:28][C:23]=4[N:22]([C:31]4[C:36]([F:37])=[CH:35][CH:34]=[CH:33][C:32]=4[F:38])[N:21]=3)=[CH:16][CH:15]=2)[CH2:10][CH2:9]1)C1C=CC=CC=1. (2) Given the product [CH2:11]([O:13][C:14]1[CH:19]=[CH:18][C:17]([NH:20][C:21]([NH:10][CH2:9][CH2:8][CH2:7][N:5]2[CH:6]=[C:2]([CH3:1])[N:3]=[CH:4]2)=[S:22])=[CH:16][CH:15]=1)[CH3:12], predict the reactants needed to synthesize it. The reactants are: [CH3:1][C:2]1[N:3]=[CH:4][N:5]([CH2:7][CH2:8][CH2:9][NH2:10])[CH:6]=1.[CH2:11]([O:13][C:14]1[CH:19]=[CH:18][C:17]([N:20]=[C:21]=[S:22])=[CH:16][CH:15]=1)[CH3:12]. (3) Given the product [N:1]1([CH2:7][C:8]2[CH:9]=[C:10]([C:14]3[CH:19]=[CH:18][C:17]([NH2:20])=[C:16]([NH2:23])[CH:15]=3)[CH:11]=[CH:12][CH:13]=2)[CH2:6][CH2:5][O:4][CH2:3][CH2:2]1, predict the reactants needed to synthesize it. The reactants are: [N:1]1([CH2:7][C:8]2[CH:9]=[C:10]([C:14]3[CH:19]=[CH:18][C:17]([N+:20]([O-])=O)=[C:16]([NH2:23])[CH:15]=3)[CH:11]=[CH:12][CH:13]=2)[CH2:6][CH2:5][O:4][CH2:3][CH2:2]1. (4) Given the product [Cl:6][C:7]1[C:8]([O:17][C:18]2[CH:24]=[CH:23][C:21]([NH:22][C:40](=[O:41])[C:39]3[CH:43]=[C:44]([N+:47]([O-:49])=[O:48])[CH:45]=[CH:46][C:38]=3[Cl:37])=[CH:20][C:19]=2[N:25]2[CH:29]=[CH:28][CH:27]=[CH:26]2)=[N:9][CH:10]=[C:11]([C:13]([F:16])([F:15])[F:14])[CH:12]=1, predict the reactants needed to synthesize it. The reactants are: O1CCCC1.[Cl:6][C:7]1[C:8]([O:17][C:18]2[CH:24]=[CH:23][C:21]([NH2:22])=[CH:20][C:19]=2[N:25]2[CH:29]=[CH:28][CH:27]=[CH:26]2)=[N:9][CH:10]=[C:11]([C:13]([F:16])([F:15])[F:14])[CH:12]=1.C(N(CC)CC)C.[Cl:37][C:38]1[CH:46]=[CH:45][C:44]([N+:47]([O-:49])=[O:48])=[CH:43][C:39]=1[C:40](Cl)=[O:41]. (5) Given the product [C:1]([C:3]1[N:4]=[CH:5][N:6]2[C:15]=1[C@@H:14]([CH2:16][CH3:17])[N:13]([CH:18]([CH3:19])[CH3:20])[C:12]1[N:11]=[C:10]([NH:21][C:22]3[C:30]([O:31][CH3:32])=[CH:29][C:25]([C:26]([NH:46][C:45]4[CH:47]=[CH:48][CH:49]=[C:43]([CH2:42][N:39]5[CH2:38][CH2:37][N:36]([CH3:35])[CH2:41][CH2:40]5)[CH:44]=4)=[O:27])=[C:24]([F:33])[CH:23]=3)[N:9]=[CH:8][C:7]2=1)#[N:2], predict the reactants needed to synthesize it. The reactants are: [C:1]([C:3]1[N:4]=[CH:5][N:6]2[C:15]=1[C@@H:14]([CH2:16][CH3:17])[N:13]([CH:18]([CH3:20])[CH3:19])[C:12]1[N:11]=[C:10]([NH:21][C:22]3[C:30]([O:31][CH3:32])=[CH:29][C:25]([C:26](O)=[O:27])=[C:24]([F:33])[CH:23]=3)[N:9]=[CH:8][C:7]2=1)#[N:2].Cl.[CH3:35][N:36]1[CH2:41][CH2:40][N:39]([CH2:42][C:43]2[CH:44]=[C:45]([CH:47]=[CH:48][CH:49]=2)[NH2:46])[CH2:38][CH2:37]1. (6) Given the product [F:1][C:2]1[CH:3]=[CH:4][C:5]([CH2:6][N:7]2[C:11]3[CH:12]=[N:13][C:14]4[C:15](=[O:29])[N:16]([OH:20])[CH2:17][CH2:18][C:19]=4[C:10]=3[C:9]([CH2:30][O:31][CH2:32][CH2:33][CH2:34][O:35][CH2:36][CH3:37])=[CH:8]2)=[CH:38][CH:39]=1, predict the reactants needed to synthesize it. The reactants are: [F:1][C:2]1[CH:39]=[CH:38][C:5]([CH2:6][N:7]2[C:11]3[CH:12]=[N:13][C:14]4[C:15](=[O:29])[N:16]([O:20]COCC[Si](C)(C)C)[CH2:17][CH2:18][C:19]=4[C:10]=3[C:9]([CH2:30][O:31][CH2:32][CH2:33][CH2:34][O:35][CH2:36][CH3:37])=[CH:8]2)=[CH:4][CH:3]=1.Cl. (7) Given the product [C:1]([CH:4]([C:5]1[N:15]2[C:10]([C:11](=[O:24])[NH:12][C:13]([CH2:16][C:17]3[CH:22]=[CH:21][C:20]([CH3:23])=[CH:19][CH:18]=3)=[N:14]2)=[C:8]([CH3:9])[N:7]=1)[CH2:25][CH2:26][CH2:27][CH2:28][CH2:29][CH3:30])(=[O:3])[CH3:2], predict the reactants needed to synthesize it. The reactants are: [C:1]([CH:4]([CH2:25][CH2:26][CH2:27][CH2:28][CH2:29][CH3:30])[C:5]([NH:7][CH:8]([C:10]1[C:11](=[O:24])[NH:12][C:13]([CH2:16][C:17]2[CH:22]=[CH:21][C:20]([CH3:23])=[CH:19][CH:18]=2)=[N:14][N:15]=1)[CH3:9])=O)(=[O:3])[CH3:2].P(Cl)(Cl)(Cl)=O. (8) Given the product [CH2:1]([O:3][C:4](=[O:13])[CH:5]([C:6]1[CH:11]=[CH:10][C:9]([Cl:12])=[CH:8][CH:7]=1)[CH2:22][CH2:21][C:20]([O:24][C:25]([CH3:28])([CH3:27])[CH3:26])=[O:23])[CH3:2], predict the reactants needed to synthesize it. The reactants are: [CH2:1]([O:3][C:4](=[O:13])[CH2:5][C:6]1[CH:11]=[CH:10][C:9]([Cl:12])=[CH:8][CH:7]=1)[CH3:2].CC(C)([O-])C.[K+].[C:20]([O:24][C:25]([CH3:28])([CH3:27])[CH3:26])(=[O:23])[CH:21]=[CH2:22].